Regression. Given a peptide amino acid sequence and an MHC pseudo amino acid sequence, predict their binding affinity value. This is MHC class I binding data. From a dataset of Peptide-MHC class I binding affinity with 185,985 pairs from IEDB/IMGT. (1) The peptide sequence is MYIFFASFY. The MHC is HLA-A26:01 with pseudo-sequence HLA-A26:01. The binding affinity (normalized) is 0. (2) The peptide sequence is RRYQIAQYK. The MHC is HLA-B07:02 with pseudo-sequence HLA-B07:02. The binding affinity (normalized) is 0.0847. (3) The peptide sequence is FRYCAPPGYAL. The MHC is HLA-B27:05 with pseudo-sequence HLA-B27:05. The binding affinity (normalized) is 0.843. (4) The peptide sequence is YTVKYPML. The MHC is H-2-Kb with pseudo-sequence H-2-Kb. The binding affinity (normalized) is 0.556. (5) The peptide sequence is YIEDELRRAA. The MHC is HLA-A68:02 with pseudo-sequence HLA-A68:02. The binding affinity (normalized) is 0.0649. (6) The peptide sequence is DSVAKCCSK. The MHC is HLA-A03:01 with pseudo-sequence HLA-A03:01. The binding affinity (normalized) is 0.107. (7) The peptide sequence is YFPDWQNYT. The MHC is HLA-A68:02 with pseudo-sequence HLA-A68:02. The binding affinity (normalized) is 0.314.